Task: Predict which catalyst facilitates the given reaction.. Dataset: Catalyst prediction with 721,799 reactions and 888 catalyst types from USPTO (1) Reactant: Cl[C:2]1[CH:3]=[C:4]([NH:10][C:11]2[N:16]=[CH:15][C:14]([N:17]3[CH2:22][CH2:21][N:20]([C:23]([O:25][C:26]([CH3:29])([CH3:28])[CH3:27])=[O:24])[CH2:19][C@@H:18]3[CH3:30])=[CH:13][CH:12]=2)[C:5]([O:8][CH3:9])=[N:6][CH:7]=1.C([O:34][CH2:35][C:36]1[C:37]([N:51]2[CH2:62][CH2:61][N:60]3[C:53](=[CH:54][C:55]4[CH2:56][C:57]([CH3:64])([CH3:63])[CH2:58][C:59]=43)[C:52]2=[O:65])=[N:38][CH:39]=[CH:40][C:41]=1B1OC(C)(C)C(C)(C)O1)(=O)C.C1CCC(P(C2CCCCC2)C2CCCCC2)CC1.C([O-])([O-])=O.[Cs+].[Cs+].O.[OH-].[Li+]. Product: [CH3:63][C:57]1([CH3:64])[CH2:56][C:55]2[CH:54]=[C:53]3[N:60]([CH2:61][CH2:62][N:51]([C:37]4[C:36]([CH2:35][OH:34])=[C:41]([C:2]5[CH:3]=[C:4]([NH:10][C:11]6[N:16]=[CH:15][C:14]([N:17]7[CH2:22][CH2:21][N:20]([C:23]([O:25][C:26]([CH3:27])([CH3:29])[CH3:28])=[O:24])[CH2:19][C@@H:18]7[CH3:30])=[CH:13][CH:12]=6)[C:5]([O:8][CH3:9])=[N:6][CH:7]=5)[CH:40]=[CH:39][N:38]=4)[C:52]3=[O:65])[C:59]=2[CH2:58]1. The catalyst class is: 552. (2) Reactant: [N+:1]([C:4]1[CH:8]=[N:7][NH:6][C:5]=1[NH2:9])([O-:3])=[O:2].[CH2:10]([N:14]([C:18]1[CH:23]=[CH:22][CH:21]=[C:20]([C:24](=O)[CH:25]=[CH:26]N(C)C)[CH:19]=1)[C:15](=[O:17])[CH3:16])[CH2:11][CH2:12][CH3:13]. Product: [CH2:10]([N:14]([C:18]1[CH:23]=[CH:22][CH:21]=[C:20]([C:24]2[N:6]3[N:7]=[CH:8][C:4]([N+:1]([O-:3])=[O:2])=[C:5]3[N:9]=[CH:26][CH:25]=2)[CH:19]=1)[C:15](=[O:17])[CH3:16])[CH2:11][CH2:12][CH3:13]. The catalyst class is: 15. (3) Reactant: [CH3:1][O:2][C:3]1[CH:4]=[C:5]2[C:10](=[CH:11][C:12]=1[O:13][CH3:14])[C:9](=O)[NH:8][CH:7]=[C:6]2[C:16]#[N:17].P(Br)(Br)([Br:20])=O.C(Cl)Cl. Product: [Br:20][C:9]1[C:10]2[C:5](=[CH:4][C:3]([O:2][CH3:1])=[C:12]([O:13][CH3:14])[CH:11]=2)[C:6]([C:16]#[N:17])=[CH:7][N:8]=1. The catalyst class is: 520. (4) Reactant: [CH3:1][C:2]1([CH3:13])[CH2:7][C:6](=[O:8])[CH2:5][CH2:4][C@@H:3]1[C:9]([O:11][CH3:12])=[O:10].[S:14]1[CH:18]=[CH:17][N:16]=[CH:15]1.B(F)(F)F.C([Li])CCC.[OH-].[Na+]. Product: [OH:8][C@:6]1([C:15]2[S:14][CH:18]=[CH:17][N:16]=2)[CH2:5][CH2:4][C@H:3]([C:9]([O:11][CH3:12])=[O:10])[C:2]([CH3:13])([CH3:1])[CH2:7]1. The catalyst class is: 680. (5) Product: [F:69][C:70]1[CH:75]=[CH:74][CH:73]=[CH:72][C:71]=1[CH:76]1[C:80]([CH3:81])([CH3:82])[O:79][C:78](=[O:83])[N:77]1[C:2]1[CH:20]=[CH:19][C:5]([C:6]([NH:8][C:9]2[CH:10]=[CH:11][CH:12]=[C:13]3[C:18]=2[N:17]=[CH:16][CH:15]=[CH:14]3)=[O:7])=[CH:4][CH:3]=1. Reactant: I[C:2]1[CH:20]=[CH:19][C:5]([C:6]([NH:8][C:9]2[CH:10]=[CH:11][CH:12]=[C:13]3[C:18]=2[N:17]=[CH:16][CH:15]=[CH:14]3)=[O:7])=[CH:4][CH:3]=1.C(=O)([O-])[O-].[Cs+].[Cs+].CC1(C)C2C(=C(P(C3C=CC=CC=3)C3C=CC=CC=3)C=CC=2)OC2C(P(C3C=CC=CC=3)C3C=CC=CC=3)=CC=CC1=2.[F:69][C:70]1[CH:75]=[CH:74][CH:73]=[CH:72][C:71]=1[CH:76]1[C:80]([CH3:82])([CH3:81])[O:79][C:78](=[O:83])[NH:77]1. The catalyst class is: 62.